From a dataset of Full USPTO retrosynthesis dataset with 1.9M reactions from patents (1976-2016). Predict the reactants needed to synthesize the given product. (1) The reactants are: C(N(CC)CC)C.Br[C:9]1[CH:18]=[CH:17][C:16]2[NH:15][C:14](=[O:19])[C:13]3[NH:20][CH:21]=[CH:22][C:12]=3[C:11]=2[CH:10]=1.[CH2:23]([C:25]([O-:27])=[O:26])[CH3:24].Br[C:29]1[C:38]2[C:33](=[CH:34][CH:35]=[CH:36][CH:37]=2)[CH:32]=[CH:31][CH:30]=1.[O-]P(OP(OP([O-])([O-])=O)([O-])=O)(=O)[O-].[K+].[K+].[K+].[K+].[K+]. Given the product [C:37]1([C:9]2[CH:18]=[CH:17][C:16]3[NH:15][C:14](=[O:19])[C:13]4[NH:20][CH:21]=[CH:22][C:12]=4[C:11]=3[CH:10]=2)[C:38]2[C:33](=[CH:32][CH:31]=[CH:30][CH:29]=2)[CH:34]=[CH:35][CH:36]=1.[CH2:23]([C:25]([O-:27])=[O:26])[CH3:24], predict the reactants needed to synthesize it. (2) The reactants are: [NH2:1][C@@H:2]([C@H:4]1[CH2:9][CH2:8][C@H:7]([NH:10][C:11](=[O:15])[C@H:12]([OH:14])[CH3:13])[CH2:6][CH2:5]1)[CH3:3].CN(C=O)C.[F:21][C:22]([F:55])([F:54])[C:23]1[CH:24]=[C:25]2[C:31]([C:32]3[C:37]([C:38]#[N:39])=[CH:36][N:35]=[C:34](S(C)(=O)=O)[N:33]=3)=[CH:30][N:29](S(C3C=CC(C)=CC=3)(=O)=O)[C:26]2=[N:27][CH:28]=1.[OH-].[Li+]. Given the product [C:38]([C:37]1[C:32]([C:31]2[C:25]3[C:26](=[N:27][CH:28]=[C:23]([C:22]([F:54])([F:21])[F:55])[CH:24]=3)[NH:29][CH:30]=2)=[N:33][C:34]([NH:1][C@@H:2]([C@H:4]2[CH2:5][CH2:6][C@H:7]([NH:10][C:11](=[O:15])[C@H:12]([OH:14])[CH3:13])[CH2:8][CH2:9]2)[CH3:3])=[N:35][CH:36]=1)#[N:39], predict the reactants needed to synthesize it. (3) Given the product [CH3:32][C:31]1[O:30][N:29]=[C:28]([C:33]2[CH:34]=[CH:35][CH:36]=[CH:37][CH:38]=2)[C:27]=1[C:26]1[N:20]2[CH2:19][C:18]3[C:22]([C:21]2=[N:24][N:25]=1)=[CH:23][C:15]([O:14][CH:11]1[CH2:12][CH2:13][NH:8][CH2:9][CH2:10]1)=[CH:16][CH:17]=3, predict the reactants needed to synthesize it. The reactants are: C(OC([N:8]1[CH2:13][CH2:12][CH:11]([O:14][C:15]2[CH:23]=[C:22]3[C:18]([CH2:19][N:20]4[C:26]([C:27]5[C:28]([C:33]6[CH:38]=[CH:37][CH:36]=[CH:35][CH:34]=6)=[N:29][O:30][C:31]=5[CH3:32])=[N:25][N:24]=[C:21]43)=[CH:17][CH:16]=2)[CH2:10][CH2:9]1)=O)(C)(C)C. (4) Given the product [F:1][C:2]([F:17])([F:18])[C:3]1[CH:8]=[CH:7][C:6]([C:9]2[CH:10]=[C:11]3[C:12]([NH:15][CH2:20][C:21](=[O:22])[NH:16]3)=[CH:13][CH:14]=2)=[CH:5][CH:4]=1, predict the reactants needed to synthesize it. The reactants are: [F:1][C:2]([F:18])([F:17])[C:3]1[CH:8]=[CH:7][C:6]([C:9]2[CH:14]=[CH:13][C:12]([NH2:15])=[C:11]([NH2:16])[CH:10]=2)=[CH:5][CH:4]=1.Cl[CH2:20][C:21](O)=[O:22].C(=O)([O-])[O-].[NH4+].[NH4+].Cl. (5) Given the product [CH2:1]([C:3]([F:31])([CH2:29][CH3:30])[CH2:4][N:5]1[CH2:10][CH2:9][CH:8]([CH2:11][O:12][C:13]2[N:18]=[N:17][C:16]([C:19]3[CH:20]=[CH:21][C:22]([C:23]([OH:25])=[O:24])=[CH:27][CH:28]=3)=[CH:15][CH:14]=2)[CH2:7][CH2:6]1)[CH3:2], predict the reactants needed to synthesize it. The reactants are: [CH2:1]([C:3]([F:31])([CH2:29][CH3:30])[CH2:4][N:5]1[CH2:10][CH2:9][CH:8]([CH2:11][O:12][C:13]2[N:18]=[N:17][C:16]([C:19]3[CH:28]=[CH:27][C:22]([C:23]([O:25]C)=[O:24])=[CH:21][CH:20]=3)=[CH:15][CH:14]=2)[CH2:7][CH2:6]1)[CH3:2].O[Li].O. (6) Given the product [F:1][C:2]1[CH:3]=[CH:4][C:5](/[CH:8]=[CH:9]/[C:10]2[CH:11]=[CH:12][C:13]([N:16]3[C:21](=[O:22])[CH2:20][CH:18]([C:17]([OH:25])=[O:24])[CH2:19]3)=[CH:14][CH:15]=2)=[CH:6][CH:7]=1, predict the reactants needed to synthesize it. The reactants are: [F:1][C:2]1[CH:7]=[CH:6][C:5](/[CH:8]=[CH:9]/[C:10]2[CH:15]=[CH:14][C:13]([NH2:16])=[CH:12][CH:11]=2)=[CH:4][CH:3]=1.[C:17]([OH:25])(=[O:24])[C:18]([CH2:20][C:21](O)=[O:22])=[CH2:19]. (7) The reactants are: [CH2:1]([C@@H:7]1[CH2:16][CH2:15][C:14]2[CH:13]=[C:12]([C@H:17]3[CH2:26][CH2:25][C@@:19]4([NH:23]C(=O)[O:21][CH2:20]4)[CH2:18]3)[CH:11]=[CH:10][C:9]=2[CH2:8]1)[CH2:2][CH2:3][CH2:4][CH2:5][CH3:6].[OH-].[Na+]. Given the product [NH2:23][C@:19]1([CH2:20][OH:21])[CH2:25][CH2:26][C@H:17]([C:12]2[CH:11]=[CH:10][C:9]3[CH2:8][C@H:7]([CH2:1][CH2:2][CH2:3][CH2:4][CH2:5][CH3:6])[CH2:16][CH2:15][C:14]=3[CH:13]=2)[CH2:18]1, predict the reactants needed to synthesize it.